This data is from M1 muscarinic receptor agonist screen with 61,833 compounds. The task is: Binary Classification. Given a drug SMILES string, predict its activity (active/inactive) in a high-throughput screening assay against a specified biological target. (1) The drug is O1C(=C(C(C(=C1N)C(OCC)=O)c1cccnc1)C#N)CC(OCC)=O. The result is 0 (inactive). (2) The molecule is s1c2c(CCCC2)c2c1nc1n(c2=O)cc(cc1)C(=O)NCc1occc1. The result is 0 (inactive). (3) The molecule is O(C(=O)c1c(n(nc1C)c1ccccc1)C)CC(=O)/C(=c1\[nH]c2c([nH]1)cccc2)C#N. The result is 1 (active). (4) The molecule is s1c(N2CCC(N3CCCCC3)(CC2)C(=O)N)nc(c1)c1ccccc1. The result is 0 (inactive). (5) The molecule is O(C(=O)c1nnn(CC(=O)Nc2ccc(cc2)C)c1)CC. The result is 0 (inactive). (6) The molecule is O=C(c1c(n(c(c1)C)c1ccc(OC)cc1)C)Cn1nnc2c(c1=O)cccc2. The result is 0 (inactive).